From a dataset of NCI-60 drug combinations with 297,098 pairs across 59 cell lines. Regression. Given two drug SMILES strings and cell line genomic features, predict the synergy score measuring deviation from expected non-interaction effect. (1) Drug 1: CCN(CC)CCNC(=O)C1=C(NC(=C1C)C=C2C3=C(C=CC(=C3)F)NC2=O)C. Drug 2: CC1C(C(CC(O1)OC2CC(CC3=C2C(=C4C(=C3O)C(=O)C5=CC=CC=C5C4=O)O)(C(=O)C)O)N)O. Cell line: UO-31. Synergy scores: CSS=51.2, Synergy_ZIP=4.49, Synergy_Bliss=10.3, Synergy_Loewe=-25.6, Synergy_HSA=9.12. (2) Drug 1: C1=CC=C(C(=C1)C(C2=CC=C(C=C2)Cl)C(Cl)Cl)Cl. Drug 2: CC1=C(C(=O)C2=C(C1=O)N3CC4C(C3(C2COC(=O)N)OC)N4)N. Cell line: SNB-75. Synergy scores: CSS=23.6, Synergy_ZIP=-8.84, Synergy_Bliss=-0.0945, Synergy_Loewe=-10.7, Synergy_HSA=2.23. (3) Drug 1: CCN(CC)CCCC(C)NC1=C2C=C(C=CC2=NC3=C1C=CC(=C3)Cl)OC. Drug 2: CCC1(C2=C(COC1=O)C(=O)N3CC4=CC5=C(C=CC(=C5CN(C)C)O)N=C4C3=C2)O.Cl. Cell line: NCI/ADR-RES. Synergy scores: CSS=27.7, Synergy_ZIP=-9.86, Synergy_Bliss=-9.05, Synergy_Loewe=-8.59, Synergy_HSA=-6.74. (4) Drug 1: C1=NC2=C(N1)C(=S)N=C(N2)N. Drug 2: C(CC(=O)O)C(=O)CN.Cl. Cell line: NCIH23. Synergy scores: CSS=52.6, Synergy_ZIP=-4.22, Synergy_Bliss=-2.92, Synergy_Loewe=-3.50, Synergy_HSA=-0.0860. (5) Drug 1: CC1C(C(CC(O1)OC2CC(CC3=C2C(=C4C(=C3O)C(=O)C5=C(C4=O)C(=CC=C5)OC)O)(C(=O)C)O)N)O.Cl. Drug 2: CNC(=O)C1=NC=CC(=C1)OC2=CC=C(C=C2)NC(=O)NC3=CC(=C(C=C3)Cl)C(F)(F)F. Cell line: SNB-75. Synergy scores: CSS=28.0, Synergy_ZIP=1.53, Synergy_Bliss=6.66, Synergy_Loewe=-25.3, Synergy_HSA=5.57. (6) Drug 1: C1CCN(CC1)CCOC2=CC=C(C=C2)C(=O)C3=C(SC4=C3C=CC(=C4)O)C5=CC=C(C=C5)O. Drug 2: CCN(CC)CCCC(C)NC1=C2C=C(C=CC2=NC3=C1C=CC(=C3)Cl)OC. Cell line: KM12. Synergy scores: CSS=25.0, Synergy_ZIP=4.56, Synergy_Bliss=5.07, Synergy_Loewe=-13.6, Synergy_HSA=-2.63. (7) Drug 1: CC1=C(C=C(C=C1)C(=O)NC2=CC(=CC(=C2)C(F)(F)F)N3C=C(N=C3)C)NC4=NC=CC(=N4)C5=CN=CC=C5. Drug 2: CCN(CC)CCNC(=O)C1=C(NC(=C1C)C=C2C3=C(C=CC(=C3)F)NC2=O)C. Cell line: IGROV1. Synergy scores: CSS=-10.8, Synergy_ZIP=5.43, Synergy_Bliss=-3.97, Synergy_Loewe=-16.0, Synergy_HSA=-17.4. (8) Drug 1: CS(=O)(=O)C1=CC(=C(C=C1)C(=O)NC2=CC(=C(C=C2)Cl)C3=CC=CC=N3)Cl. Drug 2: COC1=CC(=CC(=C1O)OC)C2C3C(COC3=O)C(C4=CC5=C(C=C24)OCO5)OC6C(C(C7C(O6)COC(O7)C8=CC=CS8)O)O. Cell line: UACC-257. Synergy scores: CSS=11.0, Synergy_ZIP=-2.94, Synergy_Bliss=-1.43, Synergy_Loewe=-20.2, Synergy_HSA=-2.94. (9) Drug 1: C1C(C(OC1N2C=C(C(=O)NC2=O)F)CO)O. Drug 2: COCCOC1=C(C=C2C(=C1)C(=NC=N2)NC3=CC=CC(=C3)C#C)OCCOC.Cl. Cell line: SNB-19. Synergy scores: CSS=22.2, Synergy_ZIP=-7.51, Synergy_Bliss=0.401, Synergy_Loewe=-17.1, Synergy_HSA=0.165. (10) Drug 1: COC1=C(C=C2C(=C1)N=CN=C2NC3=CC(=C(C=C3)F)Cl)OCCCN4CCOCC4. Drug 2: CCCS(=O)(=O)NC1=C(C(=C(C=C1)F)C(=O)C2=CNC3=C2C=C(C=N3)C4=CC=C(C=C4)Cl)F. Cell line: SR. Synergy scores: CSS=47.9, Synergy_ZIP=5.75, Synergy_Bliss=3.61, Synergy_Loewe=-5.07, Synergy_HSA=4.15.